This data is from Retrosynthesis with 50K atom-mapped reactions and 10 reaction types from USPTO. The task is: Predict the reactants needed to synthesize the given product. (1) The reactants are: CCn1cc(CN(C(=O)C2CCCc3ccc(O)cc32)c2ccc(C(C)C)cc2)cn1.CN(C)CCCl. Given the product CCn1cc(CN(C(=O)C2CCCc3ccc(OCCN(C)C)cc32)c2ccc(C(C)C)cc2)cn1, predict the reactants needed to synthesize it. (2) Given the product COc1cccc(F)c1Cn1cc(C(=O)NCC2CC2)c2ncccc21, predict the reactants needed to synthesize it. The reactants are: COc1cccc(F)c1Cn1cc(C(=O)O)c2ncccc21.NCC1CC1. (3) The reactants are: N#Cc1cccc2cc[nH]c12.O=C(Cl)C(=O)Cl. Given the product N#Cc1cccc2c(C=O)c[nH]c12, predict the reactants needed to synthesize it. (4) Given the product CCOC(=O)C(C)(C)Oc1ccc(OCc2c(COC)nc(-c3ccc(C(F)(F)F)cc3)nc2C2CC2)cc1, predict the reactants needed to synthesize it. The reactants are: CCOC(=O)C(C)(C)Oc1ccc(O)cc1.COCc1nc(-c2ccc(C(F)(F)F)cc2)nc(C2CC2)c1CCl. (5) The reactants are: Fc1cccc(-c2nc3cn[nH]cc-3n2)c1F.O=[N+]([O-])c1ccc(-c2cc(CCl)on2)cc1. Given the product O=[N+]([O-])c1ccc(-c2cc(Cn3cc4nc(-c5cccc(F)c5F)nc-4cn3)on2)cc1, predict the reactants needed to synthesize it. (6) Given the product COc1cc(-c2ccc3ncc(C(=O)C4CC4)c(N[C@H]4CC[C@H](N(C)C(=O)OC(C)(C)C)CC4)c3c2)cc(Cl)c1O, predict the reactants needed to synthesize it. The reactants are: CN(C(=O)OC(C)(C)C)[C@H]1CC[C@H](Nc2c(C(=O)C3CC3)cnc3ccc(Br)cc23)CC1.COc1cc(B2OC(C)(C)C(C)(C)O2)cc(Cl)c1O. (7) Given the product COc1cccc(Nc2ccc3c(c2[N+](=O)[O-])CCCC3)c1, predict the reactants needed to synthesize it. The reactants are: COc1cccc(N)c1.O=[N+]([O-])c1c(OS(=O)(=O)C(F)(F)F)ccc2c1CCCC2. (8) Given the product C(=C/c1ccccc1OCCCCn1ccnc1)\c1nc2ccccc2o1, predict the reactants needed to synthesize it. The reactants are: ClCCCCOc1ccccc1/C=C/c1nc2ccccc2o1.c1c[nH]cn1. (9) Given the product N[C@@H]1CO[C@H]2c3cc(F)ccc3Cc3ccccc3[C@H]2C1, predict the reactants needed to synthesize it. The reactants are: [N-]=[N+]=N[C@@H]1CO[C@H]2c3cc(F)ccc3Cc3ccccc3[C@H]2C1. (10) Given the product COC(=O)C[C@H](NC(=O)OC(C)(C)C)c1ccccc1, predict the reactants needed to synthesize it. The reactants are: CC(C)(C)OC(=O)OC(=O)OC(C)(C)C.COC(=O)C[C@H](N)c1ccccc1.